Dataset: NCI-60 drug combinations with 297,098 pairs across 59 cell lines. Task: Regression. Given two drug SMILES strings and cell line genomic features, predict the synergy score measuring deviation from expected non-interaction effect. (1) Drug 1: CC1CCC2CC(C(=CC=CC=CC(CC(C(=O)C(C(C(=CC(C(=O)CC(OC(=O)C3CCCCN3C(=O)C(=O)C1(O2)O)C(C)CC4CCC(C(C4)OC)OCCO)C)C)O)OC)C)C)C)OC. Drug 2: C(=O)(N)NO. Cell line: SN12C. Synergy scores: CSS=8.37, Synergy_ZIP=-2.69, Synergy_Bliss=-0.234, Synergy_Loewe=-23.5, Synergy_HSA=-1.52. (2) Cell line: HCC-2998. Drug 1: C1=NC2=C(N=C(N=C2N1C3C(C(C(O3)CO)O)F)Cl)N. Drug 2: C(CCl)NC(=O)N(CCCl)N=O. Synergy scores: CSS=30.5, Synergy_ZIP=3.82, Synergy_Bliss=5.64, Synergy_Loewe=-31.5, Synergy_HSA=0.355.